From a dataset of Reaction yield outcomes from USPTO patents with 853,638 reactions. Predict the reaction yield, written as a fraction of the theoretical maximum amount of product (1.0 means a 100% yield; for example, 0.34 means a 34% yield). (1) The reactants are Cl.Cl.C([N:10]1[CH2:15][CH2:14][N:13]([C:16]([CH3:19])([CH3:18])[CH3:17])[CH2:12][CH2:11]1)C1C=CC=CC=1. The catalyst is CO.O.[OH-].[OH-].[Pd+2]. The product is [C:16]([N:13]1[CH2:14][CH2:15][NH:10][CH2:11][CH2:12]1)([CH3:19])([CH3:18])[CH3:17]. The yield is 1.00. (2) The reactants are [Cl:1][C:2]1[N:3]=[C:4](Cl)[C:5]2[S:21][C:9]3[N:10]=[C:11]([C:15]4[CH:20]=[CH:19][CH:18]=[CH:17][CH:16]=4)[N:12]=[C:13]([CH3:14])[C:8]=3[C:6]=2[N:7]=1.[NH:23]1[CH2:28][CH2:27][NH:26][CH2:25][CH2:24]1. The catalyst is O1CCCC1. The product is [Cl:1][C:2]1[N:3]=[C:4]([N:23]2[CH2:28][CH2:27][NH:26][CH2:25][CH2:24]2)[C:5]2[S:21][C:9]3[N:10]=[C:11]([C:15]4[CH:20]=[CH:19][CH:18]=[CH:17][CH:16]=4)[N:12]=[C:13]([CH3:14])[C:8]=3[C:6]=2[N:7]=1. The yield is 0.440. (3) The reactants are [CH3:1][Al](C)C.Cl[C:6]([C:12]1[CH:17]=[CH:16][C:15]([O:18][CH3:19])=[CH:14][CH:13]=1)([CH3:11])[C:7]([F:10])([F:9])[F:8]. The catalyst is CCCCCC. The product is [CH3:19][O:18][C:15]1[CH:16]=[CH:17][C:12]([C:6]([CH3:1])([CH3:11])[C:7]([F:10])([F:9])[F:8])=[CH:13][CH:14]=1. The yield is 0.580. (4) The reactants are [Br:1][C:2]1[C:7]([CH2:8][OH:9])=[CH:6][CH:5]=[CH:4][N:3]=1.N1C=CN=C1.[CH3:15][C:16]([Si:19](Cl)([CH3:21])[CH3:20])([CH3:18])[CH3:17]. The catalyst is CN(C=O)C.O.CCOC(C)=O. The product is [Br:1][C:2]1[C:7]([CH2:8][O:9][Si:19]([C:16]([CH3:18])([CH3:17])[CH3:15])([CH3:21])[CH3:20])=[CH:6][CH:5]=[CH:4][N:3]=1. The yield is 0.940. (5) The reactants are Cl[C:2]1[N:6]([CH2:7][CH3:8])[N:5]=[CH:4][C:3]=1[N+:9]([O-:11])=[O:10].C[Si]([N-][Si](C)(C)C)(C)C.[Li+].ClC(Cl)(Cl)C(Cl)(Cl)Cl. The catalyst is C1COCC1.[Cl-].[Na+].O. The product is [CH2:7]([N:6]1[CH:2]=[C:3]([N+:9]([O-:11])=[O:10])[CH:4]=[N:5]1)[CH3:8]. The yield is 0.882. (6) The reactants are [CH3:1][O:2][C:3](=C)[CH2:4][C@@H:5]1[CH2:10][CH2:9][CH2:8][CH2:7][N:6]1[C:11]([O:13][C:14]([CH3:17])([CH3:16])[CH3:15])=[O:12].O.C1C(=O)N(Br)C(=[O:23])C1. The catalyst is C1COCC1. The product is [CH3:1][O:2][C:3](=[O:23])[CH2:4][C@@H:5]1[CH2:10][CH2:9][CH2:8][CH2:7][N:6]1[C:11]([O:13][C:14]([CH3:17])([CH3:16])[CH3:15])=[O:12]. The yield is 0.430. (7) The product is [C:39]([O:38][C:36]([N:2]([CH2:3][C:4]1[CH:5]=[C:6]([C:22]2[CH:27]=[CH:26][CH:25]=[CH:24][CH:23]=2)[N:7]([S:9]([C:12]2[CH:13]=[C:14]([CH:19]=[CH:20][CH:21]=2)[C:15]([O:17][CH3:18])=[O:16])(=[O:10])=[O:11])[CH:8]=1)[CH3:1])=[O:37])([CH3:40])([CH3:41])[CH3:42]. No catalyst specified. The yield is 0.980. The reactants are [CH3:1][NH:2][CH2:3][C:4]1[CH:5]=[C:6]([C:22]2[CH:27]=[CH:26][CH:25]=[CH:24][CH:23]=2)[N:7]([S:9]([C:12]2[CH:13]=[C:14]([CH:19]=[CH:20][CH:21]=2)[C:15]([O:17][CH3:18])=[O:16])(=[O:11])=[O:10])[CH:8]=1.[C:36](O[C:36]([O:38][C:39]([CH3:42])([CH3:41])[CH3:40])=[O:37])([O:38][C:39]([CH3:42])([CH3:41])[CH3:40])=[O:37]. (8) The reactants are [NH:1]1[C:5]2=[N:6][CH:7]=[CH:8][C:9](N)=[C:4]2[CH:3]=[CH:2]1.N([O-])=O.[Na+].C(OCC)(=O)C.C(=O)([O-])O.[Na+].[F:26][B-](F)(F)F.[H+]. The catalyst is O. The product is [F:26][C:9]1[CH:8]=[CH:7][N:6]=[C:5]2[NH:1][CH:2]=[CH:3][C:4]=12. The yield is 0.440. (9) The reactants are [C:1]([C:5]1[CH:9]=[C:8]([CH2:10][CH2:11][C:12]2[CH:17]=[CH:16][CH:15]=[CH:14][CH:13]=2)[N:7]([CH2:18][C:19]2[CH:40]=[CH:39][C:22]([CH2:23][O:24][C:25]3[CH:30]=[CH:29][C:28]([CH2:31][CH2:32][C:33]([O:35]CC)=[O:34])=[C:27]([F:38])[CH:26]=3)=[CH:21][CH:20]=2)[N:6]=1)([CH3:4])([CH3:3])[CH3:2].[OH-].[Na+].Cl. The catalyst is C(O)C.O1CCCC1.O. The product is [C:1]([C:5]1[CH:9]=[C:8]([CH2:10][CH2:11][C:12]2[CH:13]=[CH:14][CH:15]=[CH:16][CH:17]=2)[N:7]([CH2:18][C:19]2[CH:20]=[CH:21][C:22]([CH2:23][O:24][C:25]3[CH:30]=[CH:29][C:28]([CH2:31][CH2:32][C:33]([OH:35])=[O:34])=[C:27]([F:38])[CH:26]=3)=[CH:39][CH:40]=2)[N:6]=1)([CH3:4])([CH3:2])[CH3:3]. The yield is 0.180. (10) The reactants are Br[C:2]1[C:7](=[O:8])[CH:6]=[CH:5][N:4]([C:9]2[CH:14]=[CH:13][CH:12]=[C:11]([C:15]([F:18])([F:17])[F:16])[CH:10]=2)[N:3]=1.[C:19]1([C:25]2[S:26][CH:27]=[CH:28][C:29]=2B(O)O)[CH:24]=[CH:23][CH:22]=[CH:21][CH:20]=1.C([O-])([O-])=O.[Na+].[Na+]. The catalyst is COCCOC.O.C1C=CC([P]([Pd]([P](C2C=CC=CC=2)(C2C=CC=CC=2)C2C=CC=CC=2)([P](C2C=CC=CC=2)(C2C=CC=CC=2)C2C=CC=CC=2)[P](C2C=CC=CC=2)(C2C=CC=CC=2)C2C=CC=CC=2)(C2C=CC=CC=2)C2C=CC=CC=2)=CC=1. The product is [C:19]1([C:25]2[S:26][CH:27]=[CH:28][C:29]=2[C:2]2[C:7](=[O:8])[CH:6]=[CH:5][N:4]([C:9]3[CH:14]=[CH:13][CH:12]=[C:11]([C:15]([F:18])([F:17])[F:16])[CH:10]=3)[N:3]=2)[CH:20]=[CH:21][CH:22]=[CH:23][CH:24]=1. The yield is 0.230.